From a dataset of Forward reaction prediction with 1.9M reactions from USPTO patents (1976-2016). Predict the product of the given reaction. (1) Given the reactants C[O:2][CH:3](OC)[C:4]1[CH:9]=[CH:8][C:7]([C@@H:10]2[C:33]3[C@@H:17]([CH2:18][CH2:19][C@:20]4(O)[C:32]=3[CH2:31][CH2:30][C:22]3(OCC(C)(C)C[O:23]3)[CH2:21]4)[C@H:16]3[C@@:12]([CH3:43])([C@@:13]([C:36]([F:42])([F:41])[C:37]([F:40])([F:39])[F:38])([OH:35])[CH2:14][CH2:15]3)[CH2:11]2)=[CH:6][CH:5]=1, predict the reaction product. The product is: [OH:35][C@@:13]1([C:36]([F:41])([F:42])[C:37]([F:38])([F:39])[F:40])[CH2:14][CH2:15][C@H:16]2[C@H:17]3[C:33]([C@@H:10]([C:7]4[CH:6]=[CH:5][C:4]([CH:3]=[O:2])=[CH:9][CH:8]=4)[CH2:11][C@:12]12[CH3:43])=[C:32]1[C:20](=[CH:21][C:22](=[O:23])[CH2:30][CH2:31]1)[CH2:19][CH2:18]3. (2) Given the reactants [Br:1][C:2]1[CH:19]=[C:18]([O:20][CH3:21])[C:17]([O:22][CH3:23])=[CH:16][C:3]=1[CH2:4][C:5]1[NH:13][C:12]2[C:7](=[N:8][C:9]([F:15])=[N:10][C:11]=2[NH2:14])[N:6]=1.C([O-])([O-])=O.[Cs+].[Cs+].S(C1C=CC(C)=CC=1)(O[CH2:34][CH2:35][CH2:36][C:37]#[CH:38])(=O)=O, predict the reaction product. The product is: [F:15][C:9]1[N:8]=[C:7]2[C:12]([N:13]=[C:5]([CH2:4][C:3]3[CH:16]=[C:17]([O:22][CH3:23])[C:18]([O:20][CH3:21])=[CH:19][C:2]=3[Br:1])[N:6]2[CH2:38][CH2:37][CH2:36][C:35]#[CH:34])=[C:11]([NH2:14])[N:10]=1. (3) Given the reactants [C:1]([Li])(C)(C)C.CCCCC.Br[C:12]1[C:13]([C:27]2[CH:32]=[CH:31][C:30]([C:33]([F:36])([F:35])[F:34])=[CH:29][CH:28]=2)=[N:14][N:15]([CH3:26])[C:16]=1[C:17]([CH3:25])([CH3:24])[O:18][SiH2:19][C:20]([CH3:23])([CH3:22])[CH3:21].CI, predict the reaction product. The product is: [C:20]([SiH2:19][O:18][C:17]([CH3:25])([CH3:24])[C:16]1[N:15]([CH3:26])[N:14]=[C:13]([C:27]2[CH:32]=[CH:31][C:30]([C:33]([F:36])([F:35])[F:34])=[CH:29][CH:28]=2)[C:12]=1[CH3:1])([CH3:23])([CH3:22])[CH3:21].